Dataset: Catalyst prediction with 721,799 reactions and 888 catalyst types from USPTO. Task: Predict which catalyst facilitates the given reaction. Reactant: Br[C:2]1[CH:14]=[N:13][C:12]2[C:11]3[C:10](F)=[CH:9][CH:8]=[C:7]([S:16]([CH3:19])(=[O:18])=[O:17])[C:6]=3[NH:5][C:4]=2[CH:3]=1.FC1C=CC=CC=1[C@@H](C1CCOCC1)O.C1(P(C2C=CC=CC=2)C2C=CC=CC=2)C=CC=CC=1.CC(OC(/N=N/C(OC(C)C)=O)=O)C. Product: [CH3:19][S:16]([C:7]1[C:6]2[NH:5][C:4]3[CH:3]=[CH:2][CH:14]=[N:13][C:12]=3[C:11]=2[CH:10]=[CH:9][CH:8]=1)(=[O:17])=[O:18]. The catalyst class is: 11.